This data is from Forward reaction prediction with 1.9M reactions from USPTO patents (1976-2016). The task is: Predict the product of the given reaction. (1) Given the reactants [N+:1]([C:4]1[CH:5]=[CH:6][C:7]([N:10]2[CH2:15][CH2:14][N:13]([C:16]([O:18][CH2:19][C:20]([NH:22][CH3:23])=[O:21])=[O:17])[CH2:12][CH2:11]2)=[N:8][CH:9]=1)([O-])=O, predict the reaction product. The product is: [NH2:1][C:4]1[CH:5]=[CH:6][C:7]([N:10]2[CH2:11][CH2:12][N:13]([C:16]([O:18][CH2:19][C:20]([NH:22][CH3:23])=[O:21])=[O:17])[CH2:14][CH2:15]2)=[N:8][CH:9]=1. (2) Given the reactants [Br:1]Br.[Cl:3][C:4]1[CH:5]=[CH:6][C:7]([O:19][CH2:20][C:21]2[CH:26]=[CH:25][CH:24]=[CH:23][CH:22]=2)=[C:8]([CH2:10][C:11]2[S:12][CH:13]=[C:14]([C:16](=[O:18])[CH3:17])[N:15]=2)[CH:9]=1, predict the reaction product. The product is: [Br:1][CH2:17][C:16]([C:14]1[N:15]=[C:11]([CH2:10][C:8]2[CH:9]=[C:4]([Cl:3])[CH:5]=[CH:6][C:7]=2[O:19][CH2:20][C:21]2[CH:22]=[CH:23][CH:24]=[CH:25][CH:26]=2)[S:12][CH:13]=1)=[O:18].